From a dataset of Forward reaction prediction with 1.9M reactions from USPTO patents (1976-2016). Predict the product of the given reaction. Given the reactants [C:1]([N:8]1[CH2:12][C@@H:11]([O:13]C(=O)C)[C@H:10]([N:17]=[N+:18]=[N-:19])[CH2:9]1)([O:3][C:4]([CH3:7])([CH3:6])[CH3:5])=[O:2].[Li+].[OH-], predict the reaction product. The product is: [C:1]([N:8]1[CH2:12][C@@H:11]([OH:13])[C@H:10]([N:17]=[N+:18]=[N-:19])[CH2:9]1)([O:3][C:4]([CH3:7])([CH3:6])[CH3:5])=[O:2].